Dataset: Full USPTO retrosynthesis dataset with 1.9M reactions from patents (1976-2016). Task: Predict the reactants needed to synthesize the given product. (1) Given the product [Cl:1][C:2]1[CH:3]=[CH:4][CH:5]=[C:6]2[C:11]=1[N:10]=[C:9]([C:12]1[CH:17]=[C:16]([F:18])[CH:15]=[CH:14][C:13]=1[O:19][CH3:20])[C:8]([CH2:21][NH:22][C:24]1[N:32]=[CH:31][N:30]=[C:29]3[C:25]=1[N:26]=[CH:27][NH:28]3)=[CH:7]2, predict the reactants needed to synthesize it. The reactants are: [Cl:1][C:2]1[CH:3]=[CH:4][CH:5]=[C:6]2[C:11]=1[N:10]=[C:9]([C:12]1[CH:17]=[C:16]([F:18])[CH:15]=[CH:14][C:13]=1[O:19][CH3:20])[C:8]([CH2:21][NH2:22])=[CH:7]2.Br[C:24]1[N:32]=[CH:31][N:30]=[C:29]2[C:25]=1[NH:26][CH:27]=[N:28]2.C(O)CCC. (2) The reactants are: I[C:2]1[CH:7]=[CH:6][C:5]([O:8][C:9]([F:12])([F:11])[F:10])=[CH:4][CH:3]=1.[NH:13]1[CH:17]=[N:16][C:15]([C:18]2[CH:27]=[CH:26][C:21]([C:22]([O:24][CH3:25])=[O:23])=[CH:20][CH:19]=2)=[N:14]1.[O-]P([O-])([O-])=O.[K+].[K+].[K+].CN(C=O)C. Given the product [F:10][C:9]([F:12])([F:11])[O:8][C:5]1[CH:6]=[CH:7][C:2]([N:13]2[CH:17]=[N:16][C:15]([C:18]3[CH:19]=[CH:20][C:21]([C:22]([O:24][CH3:25])=[O:23])=[CH:26][CH:27]=3)=[N:14]2)=[CH:3][CH:4]=1, predict the reactants needed to synthesize it. (3) Given the product [C:11]([C:15]1[N:16]=[C:17]([CH:31]2[CH2:32][CH2:33]2)[CH:18]=[C:19]([N:21]2[CH2:26][CH2:25][N:24]([CH2:27][CH2:28][CH2:29][S:6][C:2]3[S:1][CH:5]=[N:4][N:3]=3)[CH2:23][CH2:22]2)[N:20]=1)([CH3:14])([CH3:12])[CH3:13], predict the reactants needed to synthesize it. The reactants are: [S:1]1[CH:5]=[N:4][N:3]=[C:2]1[SH:6].[OH-].[Li+].[I-].[Na+].[C:11]([C:15]1[N:20]=[C:19]([N:21]2[CH2:26][CH2:25][N:24]([CH2:27][CH2:28][CH2:29]Cl)[CH2:23][CH2:22]2)[CH:18]=[C:17]([CH:31]2[CH2:33][CH2:32]2)[N:16]=1)([CH3:14])([CH3:13])[CH3:12].